From a dataset of Reaction yield outcomes from USPTO patents with 853,638 reactions. Predict the reaction yield, written as a fraction of the theoretical maximum amount of product (1.0 means a 100% yield; for example, 0.34 means a 34% yield). (1) The reactants are [F:1][C:2]1[CH:7]=[CH:6][C:5]([N:8]2[C:12]([NH:13][C:14](=[O:22])OC3C=CC=CC=3)=[CH:11][C:10]([C:23]([F:26])([F:25])[F:24])=[N:9]2)=[CH:4][CH:3]=1.[CH3:27][O:28][C:29]1[CH:30]=[C:31]2[C:36](=[CH:37][C:38]=1[O:39][CH2:40][CH2:41][O:42][CH3:43])[N:35]=[CH:34][N:33]=[C:32]2[O:44][C:45]1[CH:46]=[C:47]([CH:49]=[CH:50][CH:51]=1)[NH2:48]. The product is [F:1][C:2]1[CH:3]=[CH:4][C:5]([N:8]2[C:12]([NH:13][C:14]([NH:48][C:47]3[CH:49]=[CH:50][CH:51]=[C:45]([O:44][C:32]4[C:31]5[C:36](=[CH:37][C:38]([O:39][CH2:40][CH2:41][O:42][CH3:43])=[C:29]([O:28][CH3:27])[CH:30]=5)[N:35]=[CH:34][N:33]=4)[CH:46]=3)=[O:22])=[CH:11][C:10]([C:23]([F:24])([F:25])[F:26])=[N:9]2)=[CH:6][CH:7]=1. The yield is 0.680. The catalyst is CN(C)C1C=CN=CC=1.C1COCC1. (2) The reactants are [F:1][C:2]1[CH:3]=[C:4]([C:8]2[CH:16]=[C:15]3[C:11]([CH2:12][CH2:13][C:14]3=O)=[CH:10][CH:9]=2)[CH:5]=[CH:6][CH:7]=1.[NH2:18][C:19]1[CH:20]=[C:21]([CH:30]=[CH:31][CH:32]=1)[O:22][CH2:23][C:24]([O:26][CH:27]([CH3:29])[CH3:28])=[O:25].[BH4-].[Na+]. The catalyst is C1(C)C=CC=CC=1. The product is [F:1][C:2]1[CH:3]=[C:4]([C:8]2[CH:16]=[C:15]3[C:11]([CH2:12][CH2:13][CH:14]3[NH:18][C:19]3[CH:20]=[C:21]([CH:30]=[CH:31][CH:32]=3)[O:22][CH2:23][C:24]([O:26][CH:27]([CH3:28])[CH3:29])=[O:25])=[CH:10][CH:9]=2)[CH:5]=[CH:6][CH:7]=1. The yield is 0.200. (3) The reactants are [NH2:1][C:2]1[CH:7]=[CH:6][C:5]([C:8]2[NH:12][C:11]3[CH:13]=[C:14]([C:17]4[CH:18]=[C:19]([NH2:24])[C:20]([NH2:23])=[CH:21][CH:22]=4)[CH:15]=[CH:16][C:10]=3[N:9]=2)=[CH:4][CH:3]=1.[CH:25](O)=O. The catalyst is O. The product is [NH:9]1[C:10]2[CH:16]=[CH:15][C:14]([C:17]3[CH:22]=[CH:21][C:20]4[NH:23][CH:25]=[N:24][C:19]=4[CH:18]=3)=[CH:13][C:11]=2[N:12]=[C:8]1[C:5]1[CH:4]=[CH:3][C:2]([NH2:1])=[CH:7][CH:6]=1. The yield is 0.0600. (4) The product is [CH3:1][O:2][C:3](=[O:15])[C:4]1[CH:9]=[C:8]([C:17]#[CH:18])[C:7]([CH:11]([CH3:13])[CH3:12])=[CH:6][C:5]=1[NH2:14]. The catalyst is C1C=CC([P]([Pd]([P](C2C=CC=CC=2)(C2C=CC=CC=2)C2C=CC=CC=2)([P](C2C=CC=CC=2)(C2C=CC=CC=2)C2C=CC=CC=2)[P](C2C=CC=CC=2)(C2C=CC=CC=2)C2C=CC=CC=2)(C2C=CC=CC=2)C2C=CC=CC=2)=CC=1. The reactants are [CH3:1][O:2][C:3](=[O:15])[C:4]1[CH:9]=[C:8](I)[C:7]([CH:11]([CH3:13])[CH3:12])=[CH:6][C:5]=1[NH2:14].O1CCO[CH2:18][CH2:17]1. The yield is 0.720.